Predict the product of the given reaction. From a dataset of Forward reaction prediction with 1.9M reactions from USPTO patents (1976-2016). (1) Given the reactants [H-].[Na+].[F:3][C:4]([F:14])([F:13])[C:5]1[N:10]=[CH:9][C:8]([CH2:11][OH:12])=[CH:7][CH:6]=1.Br[CH2:16][C:17]([C:19]12[CH2:28][CH:23]3[CH2:24][CH:25]([CH2:27][CH:21]([CH2:22]3)[CH2:20]1)[CH2:26]2)=[O:18], predict the reaction product. The product is: [C:19]12([C:17](=[O:18])[CH2:16][O:12][CH2:11][C:8]3[CH:9]=[N:10][C:5]([C:4]([F:13])([F:3])[F:14])=[CH:6][CH:7]=3)[CH2:26][CH:25]3[CH2:24][CH:23]([CH2:22][CH:21]([CH2:27]3)[CH2:20]1)[CH2:28]2. (2) Given the reactants I[C:2]1[CH:19]=[CH:18][C:5]([CH2:6][N:7]2[CH2:11][C:10]3([CH2:16][CH2:15][CH2:14][CH2:13][CH2:12]3)[O:9][C:8]2=[O:17])=[CH:4][CH:3]=1.[CH2:20]([N:27]1[CH2:32][CH2:31][O:30][CH:29](B(O)O)[CH2:28]1)[C:21]1[CH:26]=[CH:25][CH:24]=[CH:23][CH:22]=1.C(=O)([O-])[O-].[Na+].[Na+], predict the reaction product. The product is: [N:27]1([CH2:20][C:21]2[CH:22]=[CH:23][CH:24]=[CH:25][C:26]=2[C:2]2[CH:19]=[CH:18][C:5]([CH2:6][N:7]3[CH2:11][C:10]4([CH2:16][CH2:15][CH2:14][CH2:13][CH2:12]4)[O:9][C:8]3=[O:17])=[CH:4][CH:3]=2)[CH2:28][CH2:29][O:30][CH2:31][CH2:32]1. (3) Given the reactants [CH3:1][O:2][C:3]([C:5]1[CH:6]=[C:7]([C:18]2[CH:23]=[CH:22][CH:21]=[CH:20][CH:19]=2)[C:8]([OH:17])=[C:9]([C:11]2[CH:16]=[CH:15][CH:14]=[CH:13][CH:12]=2)[CH:10]=1)=[O:4].[C:24]([O-])([O-])=O.[K+].[K+].IC, predict the reaction product. The product is: [CH3:1][O:2][C:3]([C:5]1[CH:10]=[C:9]([C:11]2[CH:16]=[CH:15][CH:14]=[CH:13][CH:12]=2)[C:8]([O:17][CH3:24])=[C:7]([C:18]2[CH:23]=[CH:22][CH:21]=[CH:20][CH:19]=2)[CH:6]=1)=[O:4]. (4) Given the reactants [CH3:1][O:2][C:3]([C:5]1[CH:14]=[CH:13][C:12]2[C:7](=[CH:8][CH:9]=[C:10]([O:42][CH3:43])[C:11]=2[CH2:15][N:16]2[C:22](=[O:23])[C@@H:21]([NH:24][C:25](=[O:37])[C@@H:26]([N:28]([C:30]([O:32][C:33]([CH3:36])([CH3:35])[CH3:34])=[O:31])[CH3:29])[CH3:27])[CH2:20][NH:19][C:18]3[CH:38]=[CH:39][CH:40]=[CH:41][C:17]2=3)[CH:6]=1)=[O:4].[CH:44]1[C:56]2[CH:55]([CH2:57][O:58][C:59](NCCCC(O)=O)=[O:60])[C:54]3[C:49](=[CH:50][CH:51]=[CH:52][CH:53]=3)[C:48]=2[CH:47]=[CH:46][CH:45]=1.[O:68]=P(Cl)(Cl)Cl.[N:73]1[CH:78]=[CH:77][CH:76]=[CH:75][CH:74]=1, predict the reaction product. The product is: [CH3:1][O:2][C:3]([C:5]1[CH:14]=[CH:13][C:12]2[C:7](=[CH:8][CH:9]=[C:10]([O:42][CH3:43])[C:11]=2[CH2:15][N:16]2[C:22](=[O:23])[C@@H:21]([NH:24][C:25](=[O:37])[C@@H:26]([N:28]([C:30]([O:32][C:33]([CH3:35])([CH3:36])[CH3:34])=[O:31])[CH3:29])[CH3:27])[CH2:20][N:19]([C:74](=[O:68])[CH2:75][CH2:76][CH2:77][CH2:78][NH:73][C:59]([O:58][CH2:57][CH:55]3[C:56]4[CH:44]=[CH:45][CH:46]=[CH:47][C:48]=4[C:49]4[C:54]3=[CH:53][CH:52]=[CH:51][CH:50]=4)=[O:60])[C:18]3[CH:38]=[CH:39][CH:40]=[CH:41][C:17]2=3)[CH:6]=1)=[O:4]. (5) Given the reactants [N:1]([CH2:4][CH2:5][CH2:6][C:7]([N:9]1[C@H:13]([CH2:14][C:15]2[CH:20]=[CH:19][CH:18]=[CH:17][CH:16]=2)[CH2:12][O:11][C:10]1=[O:21])=[O:8])=[N+:2]=[N-:3].[CH3:22][Si]([N-][Si](C)(C)C)(C)C.[Na+].IC, predict the reaction product. The product is: [N:1]([CH2:4][CH2:5][C@@H:6]([CH3:22])[C:7]([N:9]1[C@H:13]([CH2:14][C:15]2[CH:16]=[CH:17][CH:18]=[CH:19][CH:20]=2)[CH2:12][O:11][C:10]1=[O:21])=[O:8])=[N+:2]=[N-:3]. (6) Given the reactants CN(C)/[CH:3]=[CH:4]/[C:5]([C:7]1[CH:12]=[CH:11][N:10]=[CH:9][CH:8]=1)=O.[N+]([O-])(O)=O.[CH3:18][C:19]1[CH:24]=[CH:23][C:22]([N+:25]([O-:27])=[O:26])=[CH:21][C:20]=1[NH:28][C:29]([NH2:31])=[NH:30], predict the reaction product. The product is: [CH3:18][C:19]1[CH:24]=[CH:23][C:22]([N+:25]([O-:27])=[O:26])=[CH:21][C:20]=1[NH:28][C:29]1[N:31]=[C:5]([C:7]2[CH:12]=[CH:11][N:10]=[CH:9][CH:8]=2)[CH:4]=[CH:3][N:30]=1.